This data is from Reaction yield outcomes from USPTO patents with 853,638 reactions. The task is: Predict the reaction yield, written as a fraction of the theoretical maximum amount of product (1.0 means a 100% yield; for example, 0.34 means a 34% yield). The reactants are [Cl:1][C:2]1[CH:7]=[CH:6][CH:5]=[CH:4][C:3]=1[C:8](=[O:17])[CH2:9][CH2:10][CH:11]1[CH2:16][CH2:15][CH2:14][CH2:13][CH2:12]1.[CH2:18]1N2CN3CN(C2)CN1C3.C(OC(=O)C)(=O)C.[OH-].[Na+]. The catalyst is O. The product is [Cl:1][C:2]1[CH:7]=[CH:6][CH:5]=[C:4]2[C:3]=1[C:8](=[O:17])[CH:9]([CH2:10][CH:11]1[CH2:16][CH2:15][CH2:14][CH2:13][CH2:12]1)[CH2:18]2. The yield is 0.610.